From a dataset of Full USPTO retrosynthesis dataset with 1.9M reactions from patents (1976-2016). Predict the reactants needed to synthesize the given product. The reactants are: [C:1]([O:5][C:6]([N:8]1[CH2:11][CH:10]([C:12]2[CH:17]=[C:16]([Cl:18])[CH:15]=[CH:14][C:13]=2[O:19][Si](C(C)(C)C)(C)C)[CH2:9]1)=[O:7])([CH3:4])([CH3:3])[CH3:2].[F-].C[N+](C)(C)C. Given the product [C:1]([O:5][C:6]([N:8]1[CH2:9][CH:10]([C:12]2[CH:17]=[C:16]([Cl:18])[CH:15]=[CH:14][C:13]=2[OH:19])[CH2:11]1)=[O:7])([CH3:4])([CH3:2])[CH3:3], predict the reactants needed to synthesize it.